Dataset: Catalyst prediction with 721,799 reactions and 888 catalyst types from USPTO. Task: Predict which catalyst facilitates the given reaction. (1) Reactant: FC(F)(F)C(O)=O.[F:8][C:9]1[CH:54]=[N:53][C:12]2[N:13]([C:33]3[CH:34]=[C:35]([C:39]4[CH:44]=[CH:43][CH:42]=[C:41]([OH:45])[C:40]=4[CH2:46][N:47]4[CH2:52][CH2:51][O:50][CH2:49][CH2:48]4)[CH:36]=[CH:37][CH:38]=3)[C:14](=[O:32])[N:15]([C@@H:18]3[CH2:23][CH2:22][C@H:21]([NH:24]C(=O)OC(C)(C)C)[CH2:20][CH2:19]3)[C:16](=[O:17])[C:11]=2[CH:10]=1. Product: [NH2:24][C@@H:21]1[CH2:22][CH2:23][C@H:18]([N:15]2[C:16](=[O:17])[C:11]3[CH:10]=[C:9]([F:8])[CH:54]=[N:53][C:12]=3[N:13]([C:33]3[CH:34]=[C:35]([C:39]4[CH:44]=[CH:43][CH:42]=[C:41]([OH:45])[C:40]=4[CH2:46][N:47]4[CH2:52][CH2:51][O:50][CH2:49][CH2:48]4)[CH:36]=[CH:37][CH:38]=3)[C:14]2=[O:32])[CH2:19][CH2:20]1. The catalyst class is: 4. (2) The catalyst class is: 4. Reactant: CS(C)=O.C(Cl)(=O)C(Cl)=O.[CH2:11]([O:18][C:19]1[CH:24]=[C:23]([I:25])[CH:22]=[CH:21][C:20]=1[CH2:26][OH:27])[CH2:12][CH2:13][CH2:14][CH2:15][CH2:16][CH3:17].Cl. Product: [CH2:11]([O:18][C:19]1[CH:24]=[C:23]([I:25])[CH:22]=[CH:21][C:20]=1[CH:26]=[O:27])[CH2:12][CH2:13][CH2:14][CH2:15][CH2:16][CH3:17]. (3) Reactant: [CH2:1]([N:5]1[C:13]2[C:12](=[O:14])[N:11]([CH2:15][O:16][C:17](=[O:22])[C:18]([CH3:21])([CH3:20])[CH3:19])[C:10](=[O:23])[N:9](COC(=O)C(C)(C)C)[C:8]=2[N:7]=[C:6]1[N:32]1[CH2:37][CH2:36][N:35]([C:38]([O:40][C:41]([CH3:44])([CH3:43])[CH3:42])=[O:39])[CH2:34][CH2:33]1)[C:2]#[C:3][CH3:4].C12CCCCC1CCCNN=2. Product: [CH2:1]([N:5]1[C:13]2[C:12](=[O:14])[N:11]([CH2:15][O:16][C:17](=[O:22])[C:18]([CH3:21])([CH3:20])[CH3:19])[C:10](=[O:23])[NH:9][C:8]=2[N:7]=[C:6]1[N:32]1[CH2:33][CH2:34][N:35]([C:38]([O:40][C:41]([CH3:44])([CH3:43])[CH3:42])=[O:39])[CH2:36][CH2:37]1)[C:2]#[C:3][CH3:4]. The catalyst class is: 83.